From a dataset of Cav3 T-type calcium channel HTS with 100,875 compounds. Binary Classification. Given a drug SMILES string, predict its activity (active/inactive) in a high-throughput screening assay against a specified biological target. The compound is Clc1c(sc2c1cccc2)C(=O)N(C1CS(=O)(=O)CC1)Cc1ccccc1. The result is 0 (inactive).